Regression. Given two drug SMILES strings and cell line genomic features, predict the synergy score measuring deviation from expected non-interaction effect. From a dataset of NCI-60 drug combinations with 297,098 pairs across 59 cell lines. Drug 1: CC1=C(C(CCC1)(C)C)C=CC(=CC=CC(=CC(=O)O)C)C. Drug 2: CN(CCCl)CCCl.Cl. Cell line: SR. Synergy scores: CSS=28.5, Synergy_ZIP=0.132, Synergy_Bliss=-2.87, Synergy_Loewe=-27.2, Synergy_HSA=-3.87.